This data is from Catalyst prediction with 721,799 reactions and 888 catalyst types from USPTO. The task is: Predict which catalyst facilitates the given reaction. (1) The catalyst class is: 42. Product: [Br:1][C:6]1[C:5]2[CH:27]=[CH:28][CH:29]=[CH:30][C:4]=2[O:3][C:7]=1[C:8]1[C:9]([CH3:26])=[N:10][N:11]2[C:16]3[N:17]([CH:20]([CH2:21][CH3:22])[CH2:23][CH3:24])[CH2:18][CH2:19][C:15]=3[C:14]([CH3:25])=[N:13][C:12]=12. Reactant: [Br:1]Br.[O:3]1[C:7]([C:8]2[C:9]([CH3:26])=[N:10][N:11]3[C:16]4[N:17]([CH:20]([CH2:23][CH3:24])[CH2:21][CH3:22])[CH2:18][CH2:19][C:15]=4[C:14]([CH3:25])=[N:13][C:12]=23)=[CH:6][C:5]2[CH:27]=[CH:28][CH:29]=[CH:30][C:4]1=2.O. (2) Reactant: [CH3:1][C:2]([O:9][C:10]1[CH:15]=[CH:14][C:13]([Cl:16])=[CH:12][N:11]=1)([CH3:8])[C:3]([O:5]CC)=[O:4].[OH-].[Na+]. Product: [CH3:8][C:2]([O:9][C:10]1[CH:15]=[CH:14][C:13]([Cl:16])=[CH:12][N:11]=1)([CH3:1])[C:3]([OH:5])=[O:4]. The catalyst class is: 47. (3) Reactant: [C:1]([O:4][CH2:5][C:6]1[C:7]([N:21]2[CH2:32][CH2:31][N:30]3[C:23](=[CH:24][C:25]4[CH2:26][C:27]([CH3:34])([CH3:33])[CH2:28][C:29]=43)[C:22]2=[O:35])=[N:8][CH:9]=[CH:10][C:11]=1B1OC(C)(C)C(C)(C)O1)(=[O:3])[CH3:2].Br[C:37]1[CH:38]=[C:39]([NH:45][C:46]2[CH:58]=[C:49]3[CH2:50][N:51]([CH2:54][CH2:55][O:56][CH3:57])[CH2:52][CH2:53][N:48]3[N:47]=2)[C:40](=[O:44])[N:41]([CH3:43])[CH:42]=1.[O-]P([O-])([O-])=O.[K+].[K+].[K+].C([O-])(=O)C.[Na+]. Product: [C:1]([O:4][CH2:5][C:6]1[C:7]([N:21]2[CH2:32][CH2:31][N:30]3[C:23](=[CH:24][C:25]4[CH2:26][C:27]([CH3:34])([CH3:33])[CH2:28][C:29]=43)[C:22]2=[O:35])=[N:8][CH:9]=[CH:10][C:11]=1[C:37]1[CH:38]=[C:39]([NH:45][C:46]2[CH:58]=[C:49]3[CH2:50][N:51]([CH2:54][CH2:55][O:56][CH3:57])[CH2:52][CH2:53][N:48]3[N:47]=2)[C:40](=[O:44])[N:41]([CH3:43])[CH:42]=1)(=[O:3])[CH3:2]. The catalyst class is: 379. (4) The catalyst class is: 10. Reactant: [CH3:1][C:2]1([CH3:26])[CH2:7][CH2:6][CH2:5][C:4]([CH3:9])([CH3:8])[N:3]1[C:10]1[CH:15]=[CH:14][CH:13]=[C:12]([N:16]2[C:21]([CH3:23])([CH3:22])[CH2:20][CH2:19][CH2:18][C:17]2([CH3:25])[CH3:24])[N:11]=1.C1C(=O)N([Br:34])C(=O)C1. Product: [Br:34][C:13]1[C:12]([N:16]2[C:17]([CH3:25])([CH3:24])[CH2:18][CH2:19][CH2:20][C:21]2([CH3:23])[CH3:22])=[N:11][C:10]([N:3]2[C:4]([CH3:8])([CH3:9])[CH2:5][CH2:6][CH2:7][C:2]2([CH3:26])[CH3:1])=[CH:15][CH:14]=1. (5) Reactant: [CH3:1][Al](C)C.Cl[C:6]1[C:11]2[NH:12][C:13]3[C:18]([C:10]=2[C:9]([C:20]2[CH:25]=[CH:24][CH:23]=[C:22]([S:26]([CH2:29][CH3:30])(=[O:28])=[O:27])[CH:21]=2)=[CH:8][N:7]=1)=[CH:17][C:16]([CH3:19])=[CH:15][N:14]=3. Product: [CH2:29]([S:26]([C:22]1[CH:21]=[C:20]([C:9]2[C:10]3[C:18]4[CH:17]=[C:16]([CH3:19])[CH:15]=[N:14][C:13]=4[NH:12][C:11]=3[C:6]([CH3:1])=[N:7][CH:8]=2)[CH:25]=[CH:24][CH:23]=1)(=[O:28])=[O:27])[CH3:30]. The catalyst class is: 77. (6) Reactant: [F:1][C:2]1[C:3]([CH2:25][N:26](C)[C:27](=O)OC(C)(C)C)=[CH:4][N:5]([S:14]([C:17]2[CH:22]=[CH:21][CH:20]=[C:19]([O:23][CH3:24])[N:18]=2)(=[O:16])=[O:15])[C:6]=1[C:7]1[C:8]([F:13])=[N:9][CH:10]=[CH:11][CH:12]=1.C(OCC)(=O)C.[ClH:41]. Product: [ClH:41].[F:1][C:2]1[C:3]([CH2:25][NH:26][CH3:27])=[CH:4][N:5]([S:14]([C:17]2[CH:22]=[CH:21][CH:20]=[C:19]([O:23][CH3:24])[N:18]=2)(=[O:16])=[O:15])[C:6]=1[C:7]1[C:8]([F:13])=[N:9][CH:10]=[CH:11][CH:12]=1. The catalyst class is: 41.